This data is from Full USPTO retrosynthesis dataset with 1.9M reactions from patents (1976-2016). The task is: Predict the reactants needed to synthesize the given product. (1) Given the product [CH3:7][C:5]1[S:6][C:2]([NH:17][CH2:16][CH2:15][C:12]2[CH:13]=[CH:14][C:9]([CH3:18])=[CH:10][CH:11]=2)=[C:3]([CH3:8])[N:4]=1, predict the reactants needed to synthesize it. The reactants are: Br[C:2]1[S:6][C:5]([CH3:7])=[N:4][C:3]=1[CH3:8].[C:9]1([CH3:18])[CH:14]=[CH:13][C:12]([CH2:15][CH2:16][NH2:17])=[CH:11][CH:10]=1. (2) The reactants are: [CH:1]1([NH:6][S:7]([C:10]2[C:15]([Cl:16])=[CH:14][CH:13]=[C:12]([N+:17]([O-])=O)[C:11]=2[OH:20])(=[O:9])=[O:8])[CH2:5][CH2:4][CH2:3][CH2:2]1.[H][H]. Given the product [CH:1]1([NH:6][S:7]([C:10]2[C:15]([Cl:16])=[CH:14][CH:13]=[C:12]([NH2:17])[C:11]=2[OH:20])(=[O:9])=[O:8])[CH2:2][CH2:3][CH2:4][CH2:5]1, predict the reactants needed to synthesize it. (3) Given the product [NH:9]1[CH2:14][CH2:13][CH:12]([C:15]2[N:16]=[CH:17][C:18]([C:21]([O:23][CH3:24])=[O:22])=[N:19][CH:20]=2)[CH2:11][CH2:10]1, predict the reactants needed to synthesize it. The reactants are: Cl.CC(OC([N:9]1[CH2:14][CH2:13][CH:12]([C:15]2[N:16]=[CH:17][C:18]([C:21]([O:23][CH3:24])=[O:22])=[N:19][CH:20]=2)[CH2:11][CH2:10]1)=O)(C)C. (4) Given the product [NH:11]([C:1]([O:3][CH2:4][C:5]1[CH:6]=[CH:7][CH:8]=[CH:9][CH:10]=1)=[O:2])[C@H:12]([C:18]([OH:20])=[O:19])[CH2:13][CH2:14][CH2:15][CH2:16][NH2:17], predict the reactants needed to synthesize it. The reactants are: [C:1]([N:11](C(OCC1C=CC=CC=1)=O)[C@H:12]([C:18]([OH:20])=[O:19])[CH2:13][CH2:14][CH2:15][CH2:16][NH2:17])([O:3][CH2:4][C:5]1[CH:10]=[CH:9][CH:8]=[CH:7][CH:6]=1)=[O:2].CC(C)N=C=NC(C)C.CC[C@@]1(O)C(=O)OCC2C(N3C(=CC1=2)C1N=C2C(C=CC=C2)=CC=1C3)=O. (5) Given the product [NH2:22][C:5]1[CH:4]=[C:3]([CH3:25])[C:2]([Cl:1])=[CH:7][C:6]=1[NH:8][CH2:9][CH2:10][N:11]1[CH2:12][CH2:13][CH:14]([C:17]([O:19][CH2:20][CH3:21])=[O:18])[CH2:15][CH2:16]1, predict the reactants needed to synthesize it. The reactants are: [Cl:1][C:2]1[C:3]([CH3:25])=[CH:4][C:5]([N+:22]([O-])=O)=[C:6]([NH:8][CH2:9][CH2:10][N:11]2[CH2:16][CH2:15][CH:14]([C:17]([O:19][CH2:20][CH3:21])=[O:18])[CH2:13][CH2:12]2)[CH:7]=1.[H][H]. (6) Given the product [CH3:15][O:16][C:2]1[CH:7]=[C:6]([C:8]([O:10][CH3:11])=[O:9])[C:5]([N+:12]([O-:14])=[O:13])=[CH:4][N:3]=1, predict the reactants needed to synthesize it. The reactants are: Cl[C:2]1[CH:7]=[C:6]([C:8]([O:10][CH3:11])=[O:9])[C:5]([N+:12]([O-:14])=[O:13])=[CH:4][N:3]=1.[CH3:15][O-:16].[Na+]. (7) Given the product [CH3:15][O:9][C:8]([C@H:5]1[CH2:6][CH2:7][C@@H:3]([NH2:2])[CH2:4]1)=[O:10], predict the reactants needed to synthesize it. The reactants are: Cl.[NH2:2][C@H:3]1[CH2:7][CH2:6][C@@H:5]([C:8]([OH:10])=[O:9])[CH2:4]1.S(Cl)(Cl)=O.[CH3:15]O. (8) Given the product [CH2:7]1[C:8]2([CH2:13][CH2:12][NH:11][CH2:10]2)[CH2:9][N:5]([C:1](=[O:4])[CH2:2][CH3:3])[CH2:6]1, predict the reactants needed to synthesize it. The reactants are: [C:1]([N:5]1[CH2:9][C:8]2([CH2:13][CH2:12][N:11](C(OC(C)(C)C)=O)[CH2:10]2)[CH2:7][CH2:6]1)(=[O:4])[CH2:2][CH3:3].Cl. (9) The reactants are: C[O:2][C:3]1[CH:8]=[CH:7][C:6]([CH3:9])=[CH:5][C:4]=1[CH:10]1[CH2:15][C:14]([CH3:17])([CH3:16])[CH2:13][C:12]([CH3:19])([CH3:18])[CH2:11]1.Br.C(=O)([O-])O.[Na+].C(OCC)(=O)C. Given the product [CH3:9][C:6]1[CH:7]=[CH:8][C:3]([OH:2])=[C:4]([CH:10]2[CH2:15][C:14]([CH3:17])([CH3:16])[CH2:13][C:12]([CH3:19])([CH3:18])[CH2:11]2)[CH:5]=1, predict the reactants needed to synthesize it. (10) Given the product [N:11]1[CH:10]=[C:9]([C:5]2[N:4]=[C:3]([OH:2])[CH:8]=[CH:7][N:6]=2)[N:13]2[CH:14]=[CH:15][CH:16]=[CH:17][C:12]=12, predict the reactants needed to synthesize it. The reactants are: C[O:2][C:3]1[CH:8]=[CH:7][N:6]=[C:5]([C:9]2[N:13]3[CH:14]=[CH:15][CH:16]=[CH:17][C:12]3=[N:11][CH:10]=2)[N:4]=1.Br.